From a dataset of Full USPTO retrosynthesis dataset with 1.9M reactions from patents (1976-2016). Predict the reactants needed to synthesize the given product. Given the product [NH2:1][C:2]1[C:11]2[N:12]=[C:13]([CH2:39][CH2:40][O:41][CH3:42])[N:14]([CH2:15][CH2:16][CH2:17][N:18]([CH2:27][C:28]3[CH:29]=[C:30]([CH:36]=[CH:37][CH:38]=3)[O:31][CH2:32][C:33]([O:35][CH2:43][CH2:44][CH3:45])=[O:34])[C:19](=[O:26])[CH2:20][N:21]([CH2:24][CH3:25])[CH2:22][CH3:23])[C:10]=2[C:9]2[CH:8]=[CH:7][CH:6]=[CH:5][C:4]=2[N:3]=1, predict the reactants needed to synthesize it. The reactants are: [NH2:1][C:2]1[C:11]2[N:12]=[C:13]([CH2:39][CH2:40][O:41][CH3:42])[N:14]([CH2:15][CH2:16][CH2:17][N:18]([CH2:27][C:28]3[CH:29]=[C:30]([CH:36]=[CH:37][CH:38]=3)[O:31][CH2:32][C:33]([OH:35])=[O:34])[C:19](=[O:26])[CH2:20][N:21]([CH2:24][CH3:25])[CH2:22][CH3:23])[C:10]=2[C:9]2[CH:8]=[CH:7][CH:6]=[CH:5][C:4]=2[N:3]=1.[CH2:43](O)[CH2:44][CH3:45].